From a dataset of Reaction yield outcomes from USPTO patents with 853,638 reactions. Predict the reaction yield, written as a fraction of the theoretical maximum amount of product (1.0 means a 100% yield; for example, 0.34 means a 34% yield). (1) The reactants are [N:1]([CH2:4][C@@H:5]([NH:13][C:14](=[O:20])[O:15][C:16]([CH3:19])([CH3:18])[CH3:17])[CH2:6][C@H:7]1[CH2:12][CH2:11][CH2:10][O:9][CH2:8]1)=[N+:2]=[N-:3].[Li+].[CH3:22][Si]([N-][Si](C)(C)C)(C)C.CI. The catalyst is C1COCC1. The product is [N:1]([CH2:4][C@@H:5]([N:13]([CH3:22])[C:14](=[O:20])[O:15][C:16]([CH3:17])([CH3:19])[CH3:18])[CH2:6][C@H:7]1[CH2:12][CH2:11][CH2:10][O:9][CH2:8]1)=[N+:2]=[N-:3]. The yield is 1.00. (2) The catalyst is CCO. The yield is 0.850. The product is [OH:22][NH:21][C:1]([C:3]1[CH:11]=[CH:10][CH:9]=[C:8]2[C:4]=1[CH2:5][CH2:6][C@H:7]2[NH:12][C:13](=[O:19])[O:14][C:15]([CH3:17])([CH3:16])[CH3:18])=[NH:2]. The reactants are [C:1]([C:3]1[CH:11]=[CH:10][CH:9]=[C:8]2[C:4]=1[CH2:5][CH2:6][C@H:7]2[NH:12][C:13](=[O:19])[O:14][C:15]([CH3:18])([CH3:17])[CH3:16])#[N:2].Cl.[NH2:21][OH:22]. (3) The reactants are Cl[C:2]1[C:7]([NH2:8])=[CH:6][CH:5]=[CH:4][N:3]=1.[S-:9][C:10]#[N:11].[NH4+].Cl. The catalyst is C(O)C. The product is [N:8]1[C:7]2[C:2](=[N:3][CH:4]=[CH:5][CH:6]=2)[S:9][C:10]=1[NH2:11]. The yield is 0.430. (4) The reactants are F[C:2]1[CH:11]=[CH:10][C:5]([C:6]([O:8][CH3:9])=[O:7])=[CH:4][CH:3]=1.[N:12]1([CH:17]2[CH2:22][CH2:21][NH:20][CH2:19][CH2:18]2)[CH2:16][CH2:15][CH2:14][CH2:13]1. The catalyst is CS(C)=O.O.C(OCC)(=O)C. The product is [N:12]1([CH:17]2[CH2:22][CH2:21][N:20]([C:2]3[CH:11]=[CH:10][C:5]([C:6]([O:8][CH3:9])=[O:7])=[CH:4][CH:3]=3)[CH2:19][CH2:18]2)[CH2:16][CH2:15][CH2:14][CH2:13]1. The yield is 0.730. (5) The reactants are Cl.[NH2:2][CH2:3][C:4]1[CH:12]=[CH:11][CH:10]=[C:9]2[C:5]=1[C:6](=[O:22])[N:7]([CH:14]1[CH2:19][CH2:18][C:17](=[O:20])[NH:16][C:15]1=[O:21])[C:8]2=[O:13].N12CCCN=C1CCCCC2.[N:34]1[O:35][C:36]([C:43](O)=[O:44])=[C:37]2[CH:42]=[CH:41][CH:40]=[CH:39][C:38]=12.Cl.CN(C)CCCN=C=NCC. The catalyst is CN(C=O)C. The product is [O:21]=[C:15]1[CH:14]([N:7]2[C:6](=[O:22])[C:5]3[C:9](=[CH:10][CH:11]=[CH:12][C:4]=3[CH2:3][NH:2][C:43]([C:36]3[O:35][N:34]=[C:38]4[CH:39]=[CH:40][CH:41]=[CH:42][C:37]=34)=[O:44])[C:8]2=[O:13])[CH2:19][CH2:18][C:17](=[O:20])[NH:16]1. The yield is 0.780. (6) The reactants are [CH2:1]([N:3]([CH2:17][CH3:18])[C:4]([CH:6]1[CH2:15][C:14](=O)[C:13]2[C:8](=[CH:9][CH:10]=[CH:11][CH:12]=2)[S:7]1)=[O:5])[CH3:2].Cl.[CH3:20][O:21][C:22]1[CH:27]=[CH:26][C:25]([NH:28]N)=[CH:24][CH:23]=1.S(=O)(=O)(O)O. The catalyst is C(O)C. The product is [CH2:1]([N:3]([CH2:17][CH3:18])[C:4]([CH:6]1[C:15]2[C:26]3[C:25](=[CH:24][CH:23]=[C:22]([O:21][CH3:20])[CH:27]=3)[NH:28][C:14]=2[C:13]2[CH:12]=[CH:11][CH:10]=[CH:9][C:8]=2[S:7]1)=[O:5])[CH3:2]. The yield is 0.570. (7) The reactants are Cl.[CH:2]([C:5]1[CH:10]=[CH:9][C:8]([NH2:11])=[CH:7][C:6]=1[O:12][CH3:13])([CH3:4])[CH3:3].N([O-])=O.[Na+].C([O-])(=O)C.[Na+].[C:23]([O:29][CH2:30][CH3:31])(=[O:28])[CH2:24][C:25]([CH3:27])=O.[OH-].[K+]. The catalyst is O.C(O)C. The product is [CH2:30]([O:29][C:23]([C:24]1[NH:11][C:8]2[C:9]([C:25]=1[CH3:27])=[CH:10][C:5]([CH:2]([CH3:4])[CH3:3])=[C:6]([O:12][CH3:13])[CH:7]=2)=[O:28])[CH3:31]. The yield is 0.340. (8) The reactants are [N+:1]([C:4]1[CH:9]=[CH:8][C:7]([S:10]([O-:12])=[O:11])=[CH:6][CH:5]=1)([O-:3])=[O:2].[Na+].Br[C:15]1[CH:23]=[CH:22][C:21]2[N:20]([CH3:24])[C:19]3[CH2:25][CH:26]4[NH:30][CH:29]([C:18]=3[C:17]=2[C:16]=1[C:31]([O:33][C:34]([CH3:37])([CH3:36])[CH3:35])=[O:32])[CH2:28][CH2:27]4. No catalyst specified. The product is [N+:1]([C:4]1[CH:5]=[CH:6][C:7]([S:10]([C:15]2[CH:23]=[CH:22][C:21]3[N:20]([CH3:24])[C:19]4[CH2:25][CH:26]5[NH:30][CH:29]([C:18]=4[C:17]=3[C:16]=2[C:31]([O:33][C:34]([CH3:37])([CH3:36])[CH3:35])=[O:32])[CH2:28][CH2:27]5)(=[O:12])=[O:11])=[CH:8][CH:9]=1)([O-:3])=[O:2]. The yield is 0.540.